From a dataset of Catalyst prediction with 721,799 reactions and 888 catalyst types from USPTO. Predict which catalyst facilitates the given reaction. (1) Reactant: [CH2:1]([O:8][C:9]1[CH:14]=[CH:13][C:12]([CH:15]2[CH2:20][CH2:19][N:18](C(OC(C)(C)C)=O)[CH2:17][CH:16]2[OH:28])=[CH:11][CH:10]=1)[C:2]1[CH:7]=[CH:6][CH:5]=[CH:4][CH:3]=1.[ClH:29].O1CCOCC1. Product: [ClH:29].[CH2:1]([O:8][C:9]1[CH:14]=[CH:13][C:12]([C@H:15]2[CH2:20][CH2:19][NH:18][CH2:17][C@H:16]2[OH:28])=[CH:11][CH:10]=1)[C:2]1[CH:3]=[CH:4][CH:5]=[CH:6][CH:7]=1. The catalyst class is: 27. (2) Reactant: [NH:1]1[C:9]2[C:4](=[CH:5][CH:6]=[CH:7][CH:8]=2)[CH:3]=[CH:2]1.[H-].[Na+].[Br:12][CH2:13][C:14]1[CH:19]=[CH:18][CH:17]=[C:16]([CH2:20]Br)[CH:15]=1. Product: [Br:12][CH2:13][C:14]1[CH:15]=[C:16]([CH:17]=[CH:18][CH:19]=1)[CH2:20][N:1]1[C:9]2[C:4](=[CH:5][CH:6]=[CH:7][CH:8]=2)[CH:3]=[CH:2]1. The catalyst class is: 3. (3) Reactant: [CH3:1][N:2]1[CH2:14][CH2:13][C:12]2[C:11]3[C:6](=[CH:7][CH:8]=[C:9]([CH3:15])[CH:10]=3)[NH:5][C:4]=2[CH2:3]1.[H-].[Na+].[CH3:18][C:19]1([C:22]2[CH:27]=[CH:26][N:25]=[CH:24][CH:23]=2)[CH2:21][O:20]1. Product: [CH3:1][N:2]1[CH2:14][CH2:13][C:12]2[C:11]3[C:6](=[CH:7][CH:8]=[C:9]([CH3:15])[CH:10]=3)[N:5]([CH2:18][C:19]([C:22]3[CH:27]=[CH:26][N:25]=[CH:24][CH:23]=3)([OH:20])[CH3:21])[C:4]=2[CH2:3]1. The catalyst class is: 3.